Dataset: Full USPTO retrosynthesis dataset with 1.9M reactions from patents (1976-2016). Task: Predict the reactants needed to synthesize the given product. (1) Given the product [C:1]1([CH:7]2[CH2:8][N:9]([CH2:13][C:14]3[CH:19]=[CH:18][C:17]([C:20]4[CH:25]=[C:24]([CH3:26])[CH:23]=[CH:22][C:21]=4[Cl:27])=[CH:16][CH:15]=3)[CH2:10][CH2:11][N:12]2[C:28](=[O:30])[CH3:29])[CH:2]=[CH:3][CH:4]=[CH:5][CH:6]=1, predict the reactants needed to synthesize it. The reactants are: [C:1]1([CH:7]2[NH:12][CH2:11][CH2:10][N:9]([CH2:13][C:14]3[CH:19]=[CH:18][C:17]([C:20]4[CH:25]=[C:24]([CH3:26])[CH:23]=[CH:22][C:21]=4[Cl:27])=[CH:16][CH:15]=3)[CH2:8]2)[CH:6]=[CH:5][CH:4]=[CH:3][CH:2]=1.[C:28](Cl)(=[O:30])[CH3:29].C(N(CC)C(C)C)(C)C. (2) Given the product [CH2:6]([O:5][C:3](=[O:4])[C:2]([F:9])([F:8])[CH:12]([OH:13])[CH2:11][CH3:10])[CH3:7], predict the reactants needed to synthesize it. The reactants are: Br[C:2]([F:9])([F:8])[C:3]([O:5][CH2:6][CH3:7])=[O:4].[CH2:10]1C[O:13][CH2:12][CH2:11]1.BrC(F)(F)C(OCC)=O.C(=O)CC.C1COCC1.C(=O)CC.C(OC(C)C)(C)C. (3) Given the product [Cl:15][C:11]1[CH:10]=[C:9]([C:7]2[N:6]=[C:5]3[CH2:16][CH2:17][CH2:18][C:4]3=[C:3]([NH:19][C:20]3[CH:21]=[CH:22][C:23]([CH2:26][C:27]([CH3:30])([OH:29])[CH3:28])=[CH:24][CH:25]=3)[CH:8]=2)[CH:14]=[CH:13][CH:12]=1, predict the reactants needed to synthesize it. The reactants are: Cl.Cl[C:3]1[CH:8]=[C:7]([C:9]2[CH:14]=[CH:13][CH:12]=[C:11]([Cl:15])[CH:10]=2)[N:6]=[C:5]2[CH2:16][CH2:17][CH2:18][C:4]=12.[NH2:19][C:20]1[CH:25]=[CH:24][C:23]([CH2:26][C:27]([CH3:30])([OH:29])[CH3:28])=[CH:22][CH:21]=1. (4) Given the product [CH3:1][N:2]1[C:6]([C:7](=[N:14][O:15][CH2:16][C:17]2[N:22]=[C:21]([NH:23][C:24](=[O:30])[CH2:25][CH2:26][CH2:27][CH2:28][CH3:29])[CH:20]=[CH:19][CH:18]=2)[C:8]2[CH:9]=[CH:10][CH:11]=[CH:12][CH:13]=2)=[N:5][CH:4]=[N:3]1, predict the reactants needed to synthesize it. The reactants are: [CH3:1][N:2]1[C:6]([C:7](=[N:14][O:15][CH2:16][C:17]2[N:22]=[C:21]([NH2:23])[CH:20]=[CH:19][CH:18]=2)[C:8]2[CH:13]=[CH:12][CH:11]=[CH:10][CH:9]=2)=[N:5][CH:4]=[N:3]1.[C:24](Cl)(=[O:30])[CH2:25][CH2:26][CH2:27][CH2:28][CH3:29]. (5) Given the product [OH-:24].[NH4+:15].[Cl:1][C:2]1[CH:3]=[C:4]([C:9]2[CH2:19][CH2:18][C:12]3([CH2:13][CH2:14][N:15]([CH3:22])[CH2:16][CH2:17]3)[CH2:11][CH:10]=2)[CH:5]=[CH:6][C:7]=1[Cl:8], predict the reactants needed to synthesize it. The reactants are: [Cl:1][C:2]1[CH:3]=[C:4]([C:9]2[CH2:19][CH2:18][C:12]3([CH2:17][CH2:16][NH:15][CH2:14][CH2:13]3)[CH2:11][CH:10]=2)[CH:5]=[CH:6][C:7]=1[Cl:8].C=O.[C:22](O[BH-](OC(=O)C)OC(=O)C)(=[O:24])C.[Na+].ClCCl.CO. (6) Given the product [OH:19][C:7]1([C:3]2[CH:2]=[N:1][CH:6]=[CH:5][CH:4]=2)[CH2:16][CH:15]2[CH2:17][CH2:18][CH:8]1[CH2:9][C:10]2=[O:11], predict the reactants needed to synthesize it. The reactants are: [N:1]1[CH:6]=[CH:5][CH:4]=[C:3]([C:7]2([OH:19])[CH2:16][CH:15]3[CH2:17][CH2:18][CH:8]2[CH2:9][C:10]23OCC[O:11]2)[CH:2]=1.Cl.